Dataset: Full USPTO retrosynthesis dataset with 1.9M reactions from patents (1976-2016). Task: Predict the reactants needed to synthesize the given product. (1) Given the product [Cl:1][C:2]1[CH:7]=[CH:6][CH:5]=[CH:4][C:3]=1[N:8]1[C:12]([NH:13][C:22]2[N:32]=[CH:31][CH:30]=[CH:29][C:23]=2[C:24]([O:26][CH2:27][CH3:28])=[O:25])=[CH:11][C:10]([C:14]2[CH:19]=[CH:18][C:17]([F:20])=[CH:16][CH:15]=2)=[N:9]1, predict the reactants needed to synthesize it. The reactants are: [Cl:1][C:2]1[CH:7]=[CH:6][CH:5]=[CH:4][C:3]=1[N:8]1[C:12]([NH2:13])=[CH:11][C:10]([C:14]2[CH:19]=[CH:18][C:17]([F:20])=[CH:16][CH:15]=2)=[N:9]1.Cl[C:22]1[N:32]=[CH:31][CH:30]=[CH:29][C:23]=1[C:24]([O:26][CH2:27][CH3:28])=[O:25].C1C=CC(P(C2C(C3C(P(C4C=CC=CC=4)C4C=CC=CC=4)=CC=C4C=3C=CC=C4)=C3C(C=CC=C3)=CC=2)C2C=CC=CC=2)=CC=1.C([O-])([O-])=O.[Cs+].[Cs+]. (2) Given the product [NH2:19][C:16]1[CH:15]=[CH:14][C:13]([C:11]([C:10]2[N:9]3[C:4]([CH:5]=[CH:6][CH:7]=[CH:8]3)=[CH:3][C:2]=2[CH3:1])=[O:12])=[CH:18][CH:17]=1, predict the reactants needed to synthesize it. The reactants are: [CH3:1][C:2]1[CH:3]=[C:4]2[N:9]([C:10]=1[C:11]([C:13]1[CH:18]=[CH:17][C:16]([N+:19]([O-])=O)=[CH:15][CH:14]=1)=[O:12])[CH:8]=[CH:7][CH:6]=[CH:5]2.O.C(O)C.